This data is from NCI-60 drug combinations with 297,098 pairs across 59 cell lines. The task is: Regression. Given two drug SMILES strings and cell line genomic features, predict the synergy score measuring deviation from expected non-interaction effect. (1) Drug 1: CNC(=O)C1=CC=CC=C1SC2=CC3=C(C=C2)C(=NN3)C=CC4=CC=CC=N4. Drug 2: CCC(=C(C1=CC=CC=C1)C2=CC=C(C=C2)OCCN(C)C)C3=CC=CC=C3.C(C(=O)O)C(CC(=O)O)(C(=O)O)O. Cell line: NCI/ADR-RES. Synergy scores: CSS=0.289, Synergy_ZIP=0.955, Synergy_Bliss=1.70, Synergy_Loewe=0.520, Synergy_HSA=-0.325. (2) Drug 1: CC=C1C(=O)NC(C(=O)OC2CC(=O)NC(C(=O)NC(CSSCCC=C2)C(=O)N1)C(C)C)C(C)C. Drug 2: CNC(=O)C1=NC=CC(=C1)OC2=CC=C(C=C2)NC(=O)NC3=CC(=C(C=C3)Cl)C(F)(F)F. Cell line: NCI-H522. Synergy scores: CSS=17.2, Synergy_ZIP=-3.10, Synergy_Bliss=-4.59, Synergy_Loewe=-30.3, Synergy_HSA=-3.39. (3) Drug 1: CCCS(=O)(=O)NC1=C(C(=C(C=C1)F)C(=O)C2=CNC3=C2C=C(C=N3)C4=CC=C(C=C4)Cl)F. Drug 2: CS(=O)(=O)OCCCCOS(=O)(=O)C. Cell line: HT29. Synergy scores: CSS=44.2, Synergy_ZIP=0.674, Synergy_Bliss=1.32, Synergy_Loewe=-21.3, Synergy_HSA=0.193. (4) Drug 1: C1CC(=O)NC(=O)C1N2CC3=C(C2=O)C=CC=C3N. Drug 2: CN1C2=C(C=C(C=C2)N(CCCl)CCCl)N=C1CCCC(=O)O.Cl. Cell line: SF-295. Synergy scores: CSS=3.37, Synergy_ZIP=-3.09, Synergy_Bliss=-3.02, Synergy_Loewe=-2.20, Synergy_HSA=-1.67. (5) Drug 1: CC1=C(C(CCC1)(C)C)C=CC(=CC=CC(=CC(=O)O)C)C. Drug 2: CC(C)NC(=O)C1=CC=C(C=C1)CNNC.Cl. Cell line: OVCAR-4. Synergy scores: CSS=-0.992, Synergy_ZIP=-0.861, Synergy_Bliss=-0.0773, Synergy_Loewe=-3.09, Synergy_HSA=-1.12. (6) Cell line: CAKI-1. Drug 2: COC1=CC(=CC(=C1O)OC)C2C3C(COC3=O)C(C4=CC5=C(C=C24)OCO5)OC6C(C(C7C(O6)COC(O7)C8=CC=CS8)O)O. Drug 1: COC1=C(C=C2C(=C1)N=CN=C2NC3=CC(=C(C=C3)F)Cl)OCCCN4CCOCC4. Synergy scores: CSS=68.9, Synergy_ZIP=-1.16, Synergy_Bliss=-1.96, Synergy_Loewe=1.29, Synergy_HSA=5.72. (7) Drug 1: C1=CC(=CC=C1CCCC(=O)O)N(CCCl)CCCl. Drug 2: CC(C)(C#N)C1=CC(=CC(=C1)CN2C=NC=N2)C(C)(C)C#N. Cell line: A549. Synergy scores: CSS=22.5, Synergy_ZIP=-11.5, Synergy_Bliss=-6.96, Synergy_Loewe=-5.95, Synergy_HSA=-6.34.